This data is from Full USPTO retrosynthesis dataset with 1.9M reactions from patents (1976-2016). The task is: Predict the reactants needed to synthesize the given product. Given the product [CH3:21][O:22][C:23](=[O:42])[CH2:24][CH2:25][C:26]1[CH:31]=[CH:30][C:29]([O:32][CH2:33][CH2:34][C@@H:35]([O:15][C:12]2[CH:13]=[CH:14][C:9]([CH2:7][CH3:8])=[CH:10][C:11]=2[C:16]2[O:17][CH:18]=[CH:19][N:20]=2)[CH3:36])=[CH:28][C:27]=1[CH3:1], predict the reactants needed to synthesize it. The reactants are: [C:1](=O)([O-])[O-].[Cs+].[Cs+].[CH2:7]([C:9]1[CH:14]=[CH:13][C:12]([OH:15])=[C:11]([C:16]2[O:17][CH:18]=[CH:19][N:20]=2)[CH:10]=1)[CH3:8].[CH3:21][O:22][C:23](=[O:42])[CH2:24][CH2:25][C:26]1[CH:31]=[CH:30][C:29]([O:32][CH2:33][CH2:34][C@@H:35](OS(C)(=O)=O)[CH3:36])=[CH:28][CH:27]=1.